This data is from Reaction yield outcomes from USPTO patents with 853,638 reactions. The task is: Predict the reaction yield, written as a fraction of the theoretical maximum amount of product (1.0 means a 100% yield; for example, 0.34 means a 34% yield). (1) The reactants are [NH:1]1[C:9]2[C:4](=[CH:5][CH:6]=[CH:7][CH:8]=2)[CH:3]=[C:2]1[C:10]([OH:12])=O.CN(C(ON1N=[N:28][C:23]2[CH:24]=[CH:25][CH:26]=[CH:27][C:22]1=2)=[N+](C)C)C.F[P-](F)(F)(F)(F)F.[CH3:37][N:38]([CH:40]=[O:41])C. No catalyst specified. The product is [CH3:22][C:27]1[C:26]([O:41][C:40]2[N:38]=[CH:37][C:2]([NH:1][C:10]([C:2]3[NH:1][C:9]4[C:4]([CH:3]=3)=[CH:5][CH:6]=[CH:7][CH:8]=4)=[O:12])=[CH:3][CH:4]=2)=[CH:25][CH:24]=[CH:23][N:28]=1. The yield is 0.140. (2) The product is [CH3:1][C:2]1[CH:3]=[C:4]([C:9]2[N:10]=[C:11]([NH:20][C:25]([NH:24][CH2:21][CH2:22][CH3:23])=[O:26])[S:12][C:13]=2[C:14]2[CH:19]=[CH:18][N:17]=[CH:16][CH:15]=2)[CH:5]=[C:6]([CH3:8])[CH:7]=1. The reactants are [CH3:1][C:2]1[CH:3]=[C:4]([C:9]2[N:10]=[C:11]([NH2:20])[S:12][C:13]=2[C:14]2[CH:19]=[CH:18][N:17]=[CH:16][CH:15]=2)[CH:5]=[C:6]([CH3:8])[CH:7]=1.[CH2:21]([N:24]=[C:25]=[O:26])[CH2:22][CH3:23].C(=O)([O-])O.[Na+]. The yield is 0.330. The catalyst is CN(C)C(=O)C. (3) The catalyst is CN(C=O)C. The yield is 0.577. The product is [Br:1][C:2]1[CH:3]=[CH:4][C:5](=[O:8])[N:6]([CH2:16][C:17]([O:19][CH2:20][CH3:21])=[O:18])[CH:7]=1. The reactants are [Br:1][C:2]1[CH:3]=[CH:4][C:5](=[O:8])[NH:6][CH:7]=1.C([O-])([O-])=O.[K+].[K+].Br[CH2:16][C:17]([O:19][CH2:20][CH3:21])=[O:18]. (4) The reactants are [CH3:1][C:2]1[C:6]([NH2:7])=[CH:5][N:4]([C:8]2[CH:9]=[N:10][CH:11]=[CH:12][CH:13]=2)[N:3]=1.[CH2:14]([N:16]=[C:17]=[O:18])[CH3:15]. The catalyst is C(Cl)Cl. The product is [CH2:14]([NH:16][C:17]([NH:7][C:6]1[C:2]([CH3:1])=[N:3][N:4]([C:8]2[CH:9]=[N:10][CH:11]=[CH:12][CH:13]=2)[CH:5]=1)=[O:18])[CH3:15]. The yield is 0.950.